From a dataset of Experimentally validated miRNA-target interactions with 360,000+ pairs, plus equal number of negative samples. Binary Classification. Given a miRNA mature sequence and a target amino acid sequence, predict their likelihood of interaction. The miRNA is mmu-miR-362-3p with sequence AACACACCUGUUCAAGGAUUCA. The protein sequence of the target gene is MSHCSSRALTLLSSVFGACGLLLVGIAVSTDYWLYMEEGTVLPQNQTTEVKMALHAGLWRVCFFAGREKGRCVASEYFLEPEINLVTENTENILKTVRTATPFPMVSLFLVFTAFVISNIGHIRPQRTILAFVSGIFFILSGLSLVVGLVLYISSINDEVMNRPSSSEQYFHYRYGWSFAFAASSFLLKEGAGVMSVYLFTKRYAEEEMYRPHPAFYRPRLSDCSDYSGQFLQPEAWRRGRSPSDISSDVSIQMTQNYPPAIKYPDHLHISTSPC. Result: 0 (no interaction).